This data is from Peptide-MHC class II binding affinity with 134,281 pairs from IEDB. The task is: Regression. Given a peptide amino acid sequence and an MHC pseudo amino acid sequence, predict their binding affinity value. This is MHC class II binding data. (1) The peptide sequence is GQKYFKGNFQRLAIT. The MHC is DRB1_0401 with pseudo-sequence DRB1_0401. The binding affinity (normalized) is 0.570. (2) The peptide sequence is LGASPYKLGPSPKAR. The MHC is HLA-DQA10501-DQB10201 with pseudo-sequence HLA-DQA10501-DQB10201. The binding affinity (normalized) is 0.0519. (3) The peptide sequence is TDDNEEPIAAYHFDL. The MHC is DRB1_1201 with pseudo-sequence DRB1_1201. The binding affinity (normalized) is 0.303.